From a dataset of Reaction yield outcomes from USPTO patents with 853,638 reactions. Predict the reaction yield, written as a fraction of the theoretical maximum amount of product (1.0 means a 100% yield; for example, 0.34 means a 34% yield). (1) The reactants are [NH2:1][C:2]([C:7]1[CH:8]=[N:9][C:10]2[C:15]([CH:16]=1)=[CH:14][CH:13]=[C:12]([O:17][CH2:18][CH2:19][CH2:20][CH2:21][CH2:22][CH2:23][CH3:24])[CH:11]=2)([CH3:6])[C:3](O)=[O:4].[H-].[H-].[H-].[H-].[Li+].[Al+3].O.CC(=O)OCC. The catalyst is C1COCC1. The product is [NH2:1][C:2]([C:7]1[CH:8]=[N:9][C:10]2[C:15]([CH:16]=1)=[CH:14][CH:13]=[C:12]([O:17][CH2:18][CH2:19][CH2:20][CH2:21][CH2:22][CH2:23][CH3:24])[CH:11]=2)([CH3:6])[CH2:3][OH:4]. The yield is 0.350. (2) The reactants are [CH2:1]([C:8]1[CH:13]=[CH:12][C:11](Br)=[CH:10][C:9]=1[C:15]([F:18])([F:17])[F:16])[C:2]1[CH:7]=[CH:6][CH:5]=[CH:4][CH:3]=1.[B:19]1([B:19]2[O:23][C:22]([CH3:25])([CH3:24])[C:21]([CH3:27])([CH3:26])[O:20]2)[O:23][C:22]([CH3:25])([CH3:24])[C:21]([CH3:27])([CH3:26])[O:20]1. The catalyst is C1C=CC(P(C2C=CC=CC=2)[C-]2C=CC=C2)=CC=1.C1C=CC(P(C2C=CC=CC=2)[C-]2C=CC=C2)=CC=1.Cl[Pd]Cl.[Fe+2]. The product is [CH2:1]([C:8]1[CH:13]=[CH:12][C:11]([B:19]2[O:23][C:22]([CH3:25])([CH3:24])[C:21]([CH3:27])([CH3:26])[O:20]2)=[CH:10][C:9]=1[C:15]([F:18])([F:17])[F:16])[C:2]1[CH:7]=[CH:6][CH:5]=[CH:4][CH:3]=1. The yield is 0.820. (3) The reactants are [CH3:1][N:2]1[C:6]([C:7](=[O:23])[NH:8][C:9]2[CH:14]=[CH:13][N:12]3[N:15]=[C:16]([N:18]4[CH2:22][CH2:21][CH2:20][CH2:19]4)[N:17]=[C:11]3[CH:10]=2)=[C:5]([C:24]([O:26]CC)=[O:25])[CH:4]=[N:3]1.O.[OH-].[Li+]. The catalyst is CO.O. The product is [CH3:1][N:2]1[C:6]([C:7](=[O:23])[NH:8][C:9]2[CH:14]=[CH:13][N:12]3[N:15]=[C:16]([N:18]4[CH2:19][CH2:20][CH2:21][CH2:22]4)[N:17]=[C:11]3[CH:10]=2)=[C:5]([C:24]([OH:26])=[O:25])[CH:4]=[N:3]1. The yield is 1.06. (4) The reactants are [CH:1]([C:3]1[CH:8]=[CH:7][C:6]([C:9]2[CH:14]=[CH:13][C:12]([CH2:15][CH2:16][NH:17][S:18]([CH:21]([CH3:23])[CH3:22])(=[O:20])=[O:19])=[CH:11][CH:10]=2)=[CH:5][CH:4]=1)=[O:2].[BH4-].[Na+].C(OCC)(=O)C.O. The catalyst is C(O)C. The product is [OH:2][CH2:1][C:3]1[CH:8]=[CH:7][C:6]([C:9]2[CH:14]=[CH:13][C:12]([CH2:15][CH2:16][NH:17][S:18]([CH:21]([CH3:23])[CH3:22])(=[O:20])=[O:19])=[CH:11][CH:10]=2)=[CH:5][CH:4]=1. The yield is 1.00. (5) The product is [NH2:1][C:2]1[N:7]([CH3:8])[C:6](=[O:9])[N:5]([CH3:10])[C:4](=[O:11])[C:3]=1[C:18]([F:20])([F:19])[F:17]. The catalyst is S([O-])([O-])(=O)=O.[Fe+2].CS(C)=O. The reactants are [NH2:1][C:2]1[N:7]([CH3:8])[C:6](=[O:9])[N:5]([CH3:10])[C:4](=[O:11])[CH:3]=1.S(=O)(=O)(O)O.[F:17][C:18](I)([F:20])[F:19].OO. The yield is 0.950. (6) The reactants are [NH:1]1[C:9]2[C:4](=[CH:5][CH:6]=[CH:7][CH:8]=2)[C:3]2([C:21]3[C:12](=[CH:13][C:14]4[O:19][CH2:18][CH2:17][O:16][C:15]=4[CH:20]=3)[O:11][CH2:10]2)[C:2]1=[O:22].[H-].[Na+].[CH2:25]([O:32][C:33]1[CH:40]=[CH:39][C:36]([CH2:37]Cl)=[CH:35][CH:34]=1)[C:26]1[CH:31]=[CH:30][CH:29]=[CH:28][CH:27]=1. The catalyst is CN(C)C=O.O.C(OCC)(=O)C.[I-].[K+]. The product is [CH2:25]([O:32][C:33]1[CH:34]=[CH:35][C:36]([CH2:37][N:1]2[C:9]3[C:4](=[CH:5][CH:6]=[CH:7][CH:8]=3)[C:3]3([C:21]4[C:12](=[CH:13][C:14]5[O:19][CH2:18][CH2:17][O:16][C:15]=5[CH:20]=4)[O:11][CH2:10]3)[C:2]2=[O:22])=[CH:39][CH:40]=1)[C:26]1[CH:27]=[CH:28][CH:29]=[CH:30][CH:31]=1. The yield is 0.750. (7) The yield is 0.240. The product is [CH2:14]1[C:15]2[C:20](=[CH:19][CH:18]=[CH:17][CH:16]=2)[CH2:21][CH2:22][N:13]1[CH2:12][CH:11]([OH:23])[CH2:10][NH:9][C:7](=[O:8])[C:6]1[CH:24]=[C:2]([NH:31][CH:28]2[CH2:29][CH2:30][O:25][CH2:26][CH2:27]2)[CH:3]=[N:4][CH:5]=1. The reactants are Br[C:2]1[CH:3]=[N:4][CH:5]=[C:6]([CH:24]=1)[C:7]([NH:9][CH2:10][CH:11]([OH:23])[CH2:12][N:13]1[CH2:22][CH2:21][C:20]2[C:15](=[CH:16][CH:17]=[CH:18][CH:19]=2)[CH2:14]1)=[O:8].[O:25]1[CH2:30][CH2:29][CH:28]([NH2:31])[CH2:27][CH2:26]1.CC([O-])(C)C.[Na+].C1C=CC(P(C2C(C3C(P(C4C=CC=CC=4)C4C=CC=CC=4)=CC=C4C=3C=CC=C4)=C3C(C=CC=C3)=CC=2)C2C=CC=CC=2)=CC=1. The catalyst is O1CCOCC1.C1C=CC(/C=C/C(/C=C/C2C=CC=CC=2)=O)=CC=1.C1C=CC(/C=C/C(/C=C/C2C=CC=CC=2)=O)=CC=1.C1C=CC(/C=C/C(/C=C/C2C=CC=CC=2)=O)=CC=1.[Pd].[Pd]. (8) The product is [F:14][C:15]1[CH:16]=[C:17]([NH:18][C:11]([NH2:12])=[S:10])[CH:19]=[C:20]([F:22])[CH:21]=1. The reactants are C(Cl)(=O)C1C=CC=CC=1.[S-:10][C:11]#[N:12].[NH4+].[F:14][C:15]1[CH:16]=[C:17]([CH:19]=[C:20]([F:22])[CH:21]=1)[NH2:18].[OH-].[Na+].Cl.[OH-].[NH4+]. The yield is 0.480. The catalyst is CC(C)=O.O. (9) The reactants are [N+:1]([C:4]1[CH:5]=[C:6]([CH:14]=[CH:15][C:16]=1[N+:17]([O-])=O)[CH2:7][N:8]1[CH2:13][CH2:12][O:11][CH2:10][CH2:9]1)([O-])=O. The catalyst is [Fe].O1CCOCC1.O. The product is [N:8]1([CH2:7][C:6]2[CH:5]=[C:4]([NH2:1])[C:16]([NH2:17])=[CH:15][CH:14]=2)[CH2:13][CH2:12][O:11][CH2:10][CH2:9]1. The yield is 0.730.